Dataset: Full USPTO retrosynthesis dataset with 1.9M reactions from patents (1976-2016). Task: Predict the reactants needed to synthesize the given product. (1) Given the product [C:21]([C:24]1[N:29]=[C:28]([C:30]2[CH:35]=[CH:34][C:33]([C:36]3[CH:41]=[CH:40][C:39]([CH2:42][C:43]([N:1]4[CH2:6][CH2:5][CH:4]([C:7]([O:9][CH2:10][CH3:11])=[O:8])[CH2:3][CH2:2]4)=[O:44])=[CH:38][C:37]=3[Cl:46])=[CH:32][CH:31]=2)[C:27]([CH3:47])=[N:26][C:25]=1[CH3:48])(=[O:23])[NH2:22], predict the reactants needed to synthesize it. The reactants are: [NH:1]1[CH2:6][CH2:5][CH:4]([C:7]([O:9][CH2:10][CH3:11])=[O:8])[CH2:3][CH2:2]1.C(N(C(C)C)C(C)C)C.[C:21]([C:24]1[N:29]=[C:28]([C:30]2[CH:35]=[CH:34][C:33]([C:36]3[CH:41]=[CH:40][C:39]([CH2:42][C:43](O)=[O:44])=[CH:38][C:37]=3[Cl:46])=[CH:32][CH:31]=2)[C:27]([CH3:47])=[N:26][C:25]=1[CH3:48])(=[O:23])[NH2:22].Cl.CN(C)CCCN=C=NCC.N1(O)C2C=CC=CC=2N=N1. (2) Given the product [Cl:16][C:17]1[C:22]([F:23])=[C:21]([C@:49]23[CH2:48][O:47][C@H:46]([CH2:45][O:44][C:25]([C:26]4[CH:31]=[CH:30][CH:29]=[CH:28][CH:27]=4)([C:32]4[CH:33]=[CH:34][CH:35]=[CH:36][CH:37]=4)[C:38]4[CH:43]=[CH:42][CH:41]=[CH:40][CH:39]=4)[C@H:53]2[CH2:52][O:51][NH:50]3)[CH:20]=[CH:19][C:18]=1[F:24], predict the reactants needed to synthesize it. The reactants are: CC1(C)CCCC(C)(C)N1.C([Li])CCC.[Cl:16][C:17]1[C:22]([F:23])=[CH:21][CH:20]=[CH:19][C:18]=1[F:24].[C:25]([O:44][CH2:45][C@@H:46]1[C@@H:53]2[C:49](=[N:50][O:51][CH2:52]2)[CH2:48][O:47]1)([C:38]1[CH:43]=[CH:42][CH:41]=[CH:40][CH:39]=1)([C:32]1[CH:37]=[CH:36][CH:35]=[CH:34][CH:33]=1)[C:26]1[CH:31]=[CH:30][CH:29]=[CH:28][CH:27]=1. (3) Given the product [CH3:25][O:24][C:19]1[CH:20]=[CH:21][CH:22]=[CH:23][C:18]=1[NH:17][CH:15]([C:14]1[CH:13]=[CH:12][CH:11]=[C:10]([C:26]2[CH:31]=[CH:30][CH:29]=[CH:28][CH:27]=2)[C:9]=1[OH:8])[CH3:16], predict the reactants needed to synthesize it. The reactants are: C([O:8][C:9]1[C:14]([CH:15]([NH:17][C:18]2[CH:23]=[CH:22][CH:21]=[CH:20][C:19]=2[O:24][CH3:25])[CH3:16])=[CH:13][CH:12]=[CH:11][C:10]=1[C:26]1[CH:31]=[CH:30][CH:29]=[CH:28][CH:27]=1)C1C=CC=CC=1. (4) Given the product [CH:1]1([C:6]2([CH2:7][CH2:8][C:9]3[CH:14]=[CH:13][C:12]([C:15]4([C:18]#[N:19])[CH2:16][CH2:17]4)=[C:11]([F:20])[CH:10]=3)[CH2:21][C:22](=[O:23])[CH2:27][C:26](=[O:25])[O:31]2)[CH2:5][CH2:4][CH2:3][CH2:2]1, predict the reactants needed to synthesize it. The reactants are: [CH:1]1([C:6]([OH:31])([CH2:21][C:22]2[O:23]C(C)(C)[O:25][C:26](=O)[CH:27]=2)[C:7]#[C:8][C:9]2[CH:14]=[CH:13][C:12]([C:15]3([C:18]#[N:19])[CH2:17][CH2:16]3)=[C:11]([F:20])[CH:10]=2)[CH2:5][CH2:4][CH2:3][CH2:2]1.C1(C(O)(CC2OC(C)(C)OC(=O)C=2)C#CC2C=CC(C(C)(C)C#N)=C(F)C=2)CCCC1. (5) Given the product [CH2:10]([O:9][C:7]([C:3]1[NH:4][CH:5]=[C:6]2[CH:27]([C:25]3[O:26][C:22]([S:21][C:13]4[NH:14][C:15]5[CH:16]=[N:17][CH:18]=[CH:19][C:20]=5[N:12]=4)=[CH:23][CH:24]=3)[C:30]3[C:31](=[O:35])[CH2:32][CH2:33][CH2:34][C:29]=3[NH:1][C:2]=12)=[O:8])[CH3:11], predict the reactants needed to synthesize it. The reactants are: [NH2:1][C:2]1[CH:6]=[CH:5][NH:4][C:3]=1[C:7]([O:9][CH2:10][CH3:11])=[O:8].[N:12]1[C:20]2[CH:19]=[CH:18][N:17]=[CH:16][C:15]=2[NH:14][C:13]=1[S:21][C:22]1[O:26][C:25]([CH:27]=O)=[CH:24][CH:23]=1.[C:29]1(=O)[CH2:34][CH2:33][CH2:32][C:31](=[O:35])[CH2:30]1. (6) Given the product [Cl:13][C:5]1[C:6]2[C:11](=[CH:10][CH:9]=[C:8]([Cl:12])[CH:7]=2)[C:2]([OH:20])=[CH:3][N:4]=1, predict the reactants needed to synthesize it. The reactants are: Br[C:2]1[C:11]2[C:6](=[CH:7][C:8]([Cl:12])=[CH:9][CH:10]=2)[C:5]([Cl:13])=[N:4][CH:3]=1.[Li]CCCC.B(OC(C)C)(OC(C)C)[O:20]C(C)C.OO.[OH-].[Na+].[O-]S([O-])=O.[Na+].[Na+].Cl. (7) Given the product [N:17]1[CH:18]=[CH:19][CH:20]=[CH:21][C:16]=1[C:14]1[N:29]=[C:10]([NH:2][C:3](=[O:9])[O:4][C:5]([CH3:8])([CH3:7])[CH3:6])[NH:11][CH:13]=1, predict the reactants needed to synthesize it. The reactants are: N[N:2]([CH:10]=[NH:11])[C:3](=[O:9])[O:4][C:5]([CH3:8])([CH3:7])[CH3:6].Br[CH2:13][C:14]([C:16]1[CH:21]=[CH:20][CH:19]=[CH:18][N:17]=1)=O.C(OCC)(=O)C.C[N:29](C)C=O.